Dataset: Forward reaction prediction with 1.9M reactions from USPTO patents (1976-2016). Task: Predict the product of the given reaction. (1) Given the reactants [CH2:1]([C:5]1[CH:10]=[CH:9][C:8]([C:11]#[C:12][C:13]2[CH:32]=[CH:31][C:16]([CH2:17][N:18]([CH3:30])[C:19]3[CH:20]=[CH:21][C:22]([F:29])=[C:23]([CH:28]=3)[C:24]([O:26]C)=[O:25])=[CH:15][CH:14]=2)=[CH:7][CH:6]=1)[CH2:2][CH2:3][CH3:4].O.[OH-].[Li+].O.Cl, predict the reaction product. The product is: [CH2:1]([C:5]1[CH:6]=[CH:7][C:8]([C:11]#[C:12][C:13]2[CH:32]=[CH:31][C:16]([CH2:17][N:18]([CH3:30])[C:19]3[CH:20]=[CH:21][C:22]([F:29])=[C:23]([CH:28]=3)[C:24]([OH:26])=[O:25])=[CH:15][CH:14]=2)=[CH:9][CH:10]=1)[CH2:2][CH2:3][CH3:4]. (2) Given the reactants C([C@@H]1COC(=O)N1[C:10](=[O:34])[C@:11]([CH2:31][O:32][CH3:33])([CH3:30])/[CH:12]=[CH:13]/[C:14]1[CH:23]=[C:22]2[C:17]([CH:18]=[CH:19][C:20]([C@H:24](OC(=O)C)[CH3:25])=[N:21]2)=[CH:16][CH:15]=1)(C)C.OO.[OH-:37].[Li+].S(S([O-])=O)([O-])(=O)=[O:40].[Na+].[Na+].Cl, predict the reaction product. The product is: [OH:37][C@@H:24]([C:20]1[CH:19]=[CH:18][C:17]2[C:22](=[CH:23][C:14](/[CH:13]=[CH:12]/[C@@:11]([CH2:31][O:32][CH3:33])([CH3:30])[C:10]([OH:34])=[O:40])=[CH:15][CH:16]=2)[N:21]=1)[CH3:25]. (3) The product is: [Cl:8][C:6]1[CH:5]=[CH:4][C:3]([N:9]2[C:18]3[C:13](=[CH:14][C:15]([S:19]([NH:22][C:23]4[CH:27]=[CH:26][O:25][N:24]=4)(=[O:20])=[O:21])=[CH:16][CH:17]=3)[CH:12]=[CH:11][C:10]2=[O:28])=[CH:2][CH:7]=1. Given the reactants Br[C:2]1[CH:7]=[C:6]([Cl:8])[CH:5]=[CH:4][C:3]=1[N:9]1[C:18]2[C:13](=[CH:14][C:15]([S:19]([NH:22][C:23]3[CH:27]=[CH:26][O:25][N:24]=3)(=[O:21])=[O:20])=[CH:16][CH:17]=2)[CH:12]=[CH:11][C:10]1=[O:28].CN(C=O)C.C(O)=O, predict the reaction product.